This data is from NCI-60 drug combinations with 297,098 pairs across 59 cell lines. The task is: Regression. Given two drug SMILES strings and cell line genomic features, predict the synergy score measuring deviation from expected non-interaction effect. (1) Drug 1: CN1C(=O)N2C=NC(=C2N=N1)C(=O)N. Synergy scores: CSS=8.00, Synergy_ZIP=-1.49, Synergy_Bliss=1.86, Synergy_Loewe=2.36, Synergy_HSA=3.76. Drug 2: C1C(C(OC1N2C=NC(=NC2=O)N)CO)O. Cell line: PC-3. (2) Drug 1: CCN(CC)CCNC(=O)C1=C(NC(=C1C)C=C2C3=C(C=CC(=C3)F)NC2=O)C. Drug 2: C(=O)(N)NO. Cell line: RXF 393. Synergy scores: CSS=3.27, Synergy_ZIP=0.00486, Synergy_Bliss=2.29, Synergy_Loewe=0.523, Synergy_HSA=1.31. (3) Drug 1: C1CC(C1)(C(=O)O)C(=O)O.[NH2-].[NH2-].[Pt+2]. Drug 2: CC1=C(C(=O)C2=C(C1=O)N3CC4C(C3(C2COC(=O)N)OC)N4)N. Cell line: OVCAR-4. Synergy scores: CSS=4.15, Synergy_ZIP=-2.14, Synergy_Bliss=-0.750, Synergy_Loewe=-6.34, Synergy_HSA=-2.50. (4) Drug 1: CNC(=O)C1=CC=CC=C1SC2=CC3=C(C=C2)C(=NN3)C=CC4=CC=CC=N4. Drug 2: CN1C(=O)N2C=NC(=C2N=N1)C(=O)N. Cell line: A549. Synergy scores: CSS=-5.24, Synergy_ZIP=-0.387, Synergy_Bliss=-5.01, Synergy_Loewe=-16.5, Synergy_HSA=-9.46. (5) Drug 2: CC(C)NC(=O)C1=CC=C(C=C1)CNNC.Cl. Cell line: LOX IMVI. Synergy scores: CSS=12.9, Synergy_ZIP=-3.13, Synergy_Bliss=-1.78, Synergy_Loewe=-2.53, Synergy_HSA=1.64. Drug 1: CC(C1=C(C=CC(=C1Cl)F)Cl)OC2=C(N=CC(=C2)C3=CN(N=C3)C4CCNCC4)N. (6) Drug 1: C1=CC(=CC=C1CC(C(=O)O)N)N(CCCl)CCCl.Cl. Drug 2: CC(C)(C#N)C1=CC(=CC(=C1)CN2C=NC=N2)C(C)(C)C#N. Cell line: DU-145. Synergy scores: CSS=-0.413, Synergy_ZIP=-0.389, Synergy_Bliss=-2.44, Synergy_Loewe=-4.22, Synergy_HSA=-4.74.